From a dataset of Forward reaction prediction with 1.9M reactions from USPTO patents (1976-2016). Predict the product of the given reaction. (1) Given the reactants [CH3:1][C:2]1[CH:7]=[CH:6][C:5]([S:8]([O:11][CH2:12][CH:13]([O:16][C:17]2[C:22]([CH:23]=[CH2:24])=[CH:21][CH:20]=[CH:19][C:18]=2[O:25][CH3:26])C=C)(=[O:10])=[O:9])=[CH:4][CH:3]=1, predict the reaction product. The product is: [CH3:26][O:25][C:18]1[C:17]2[O:16][CH:13]([CH2:12][OH:11])[CH:24]=[CH:23][C:22]=2[CH:21]=[CH:20][CH:19]=1.[CH3:1][C:2]1[CH:3]=[CH:4][C:5]([S:8]([O-:11])(=[O:10])=[O:9])=[CH:6][CH:7]=1. (2) The product is: [O:35]=[C:34]1[N:16]([C:17]2[CH:22]=[CH:21][C:20]([N:23]3[CH2:28][CH2:27][O:26][CH2:25][C:24]3=[O:29])=[CH:19][CH:18]=2)[CH2:15][C@H:2]([CH2:3][N:4]2[C:12](=[O:13])[C:11]3[C:6](=[CH:7][CH:8]=[CH:9][CH:10]=3)[C:5]2=[O:14])[O:1]1. Given the reactants [OH:1][C@@H:2]([CH2:15][NH:16][C:17]1[CH:22]=[CH:21][C:20]([N:23]2[CH2:28][CH2:27][O:26][CH2:25][C:24]2=[O:29])=[CH:19][CH:18]=1)[CH2:3][N:4]1[C:12](=[O:13])[C:11]2[C:6](=[CH:7][CH:8]=[CH:9][CH:10]=2)[C:5]1=[O:14].O.CN([CH:34]=[O:35])C, predict the reaction product. (3) Given the reactants [Br:1][C:2]1[CH:11]=[C:10]2[C:5]([C:6](=O)[CH:7]([NH:12][C:13]([C@@H:15]3[CH2:19][CH2:18][CH2:17][N:16]3[C:20]([O:22][C:23]([CH3:26])([CH3:25])[CH3:24])=[O:21])=O)[CH2:8][O:9]2)=[CH:4][CH:3]=1.C([O-])(=O)C.[NH4+:32], predict the reaction product. The product is: [Br:1][C:2]1[CH:3]=[CH:4][C:5]2[C:6]3[N:32]=[C:13]([C@@H:15]4[CH2:19][CH2:18][CH2:17][N:16]4[C:20]([O:22][C:23]([CH3:26])([CH3:25])[CH3:24])=[O:21])[NH:12][C:7]=3[CH2:8][O:9][C:10]=2[CH:11]=1.